From a dataset of Full USPTO retrosynthesis dataset with 1.9M reactions from patents (1976-2016). Predict the reactants needed to synthesize the given product. (1) Given the product [Cl:1][C:2]1[CH:3]=[C:4]([NH:9][C:10]2[CH:19]=[CH:13][N:12]=[CH:17][N:11]=2)[C:5](=[O:8])[N:6]([CH3:21])[N:7]=1, predict the reactants needed to synthesize it. The reactants are: [Cl:1][C:2]1[CH:3]=[C:4]([NH:9][C:10]2[CH:19]=[C:13]3CN(C)C[CH2:17][N:12]3[N:11]=2)[C:5](=[O:8])[NH:6][N:7]=1.N[C:21]1N=CC=CN=1.BrC1C(=O)N(C)N=C(Cl)C=1. (2) Given the product [Br:13][CH2:14][CH2:15][CH:3]([CH2:4][CH2:12][CH2:10][CH3:11])[C:17]([O:18][C:19]([CH3:22])([CH3:21])[CH3:20])=[O:26], predict the reactants needed to synthesize it. The reactants are: C([Li])C[CH2:3][CH3:4].C(N[CH:10]([CH3:12])[CH3:11])(C)C.[Br:13][CH2:14][CH2:15]Br.[CH3:17][O:18][C:19]([CH3:22])([CH3:21])[CH3:20].C1C[O:26]CC1. (3) Given the product [CH3:25][O:24][C:20]1[CH:19]=[C:18]([C:5]2[CH:4]=[N:3][C:2]([CH3:1])=[CH:7][CH:6]=2)[CH:23]=[CH:22][N:21]=1, predict the reactants needed to synthesize it. The reactants are: [CH3:1][C:2]1[CH:7]=[CH:6][C:5](B2OC(C)(C)C(C)(C)O2)=[CH:4][N:3]=1.Br[C:18]1[CH:23]=[CH:22][N:21]=[C:20]([O:24][CH3:25])[CH:19]=1. (4) Given the product [Cl:1][C:2]1[CH:10]=[CH:9][C:8]([N+:11]([O-:13])=[O:12])=[CH:7][C:3]=1[C:4]([NH:22][CH3:20])=[O:5], predict the reactants needed to synthesize it. The reactants are: [Cl:1][C:2]1[CH:10]=[CH:9][C:8]([N+:11]([O-:13])=[O:12])=[CH:7][C:3]=1[C:4](Cl)=[O:5].Cl.CN.ClCCl.[CH2:20]([N:22](CC)CC)C. (5) Given the product [C:1]([O:4][C@@H:5]1[C@H:9]([O:10][C:11](=[O:13])[CH3:12])[C@@H:8]([C:14]#[CH:15])[O:7][C@H:6]1[N:16]1[CH:24]=[N:23][C:22]2[C:17]1=[N:18][CH:19]=[N:20][C:21]=2[NH:26][C@H:27]1[CH2:31][CH2:30][CH2:29][C@@H:28]1[OH:32])(=[O:3])[CH3:2], predict the reactants needed to synthesize it. The reactants are: [C:1]([O:4][C@@H:5]1[C@H:9]([O:10][C:11](=[O:13])[CH3:12])[C@@H:8]([C:14]#[CH:15])[O:7][C@H:6]1[N:16]1[CH:24]=[N:23][C:22]2[C:17]1=[N:18][CH:19]=[N:20][C:21]=2Cl)(=[O:3])[CH3:2].[NH2:26][C@H:27]1[CH2:31][CH2:30][CH2:29][C@@H:28]1[OH:32]. (6) Given the product [Cl:20][C:17]1[CH:18]=[CH:19][C:12]([N:10]2[CH2:9][CH2:8][C:4]3[N:5]=[CH:6][N:7]=[C:2]([NH:21][C@@H:22]([C:26]4[CH:27]=[N:28][C:29]([C:32]([F:35])([F:33])[F:34])=[CH:30][CH:31]=4)[CH2:23][CH2:24][OH:25])[C:3]=3[CH2:11]2)=[C:13]([CH:16]=1)[C:14]#[N:15], predict the reactants needed to synthesize it. The reactants are: Br[C:2]1[C:3]2[CH2:11][N:10]([C:12]3[CH:19]=[CH:18][C:17]([Cl:20])=[CH:16][C:13]=3[C:14]#[N:15])[CH2:9][CH2:8][C:4]=2[N:5]=[CH:6][N:7]=1.[NH2:21][C@@H:22]([C:26]1[CH:27]=[N:28][C:29]([C:32]([F:35])([F:34])[F:33])=[CH:30][CH:31]=1)[CH2:23][CH2:24][OH:25].C(N(CC)C(C)C)(C)C. (7) Given the product [CH2:14]([C:21]1([S:24]([NH2:27])(=[O:26])=[O:25])[CH2:23][CH2:22]1)[CH:13]([CH3:16])[CH3:15].[C:13]([NH:17][C:18](=[O:19])[O-:20])([CH3:16])([CH3:15])[CH3:14], predict the reactants needed to synthesize it. The reactants are: C(NC(C)C)(C)C.[Li]CCCC.[C:13]([NH:17][C:18](=[O:20])[OH:19])([CH3:16])([CH3:15])[CH3:14].[CH:21]1([S:24]([NH2:27])(=[O:26])=[O:25])[CH2:23][CH2:22]1.C(I)C(C)C. (8) Given the product [F:1][C:2]1[CH:3]=[C:4]([CH:9]([CH:14]2[CH2:15][NH:16][CH2:17]2)[C:10]([CH3:13])([CH3:12])[CH3:11])[CH:5]=[C:6]([F:8])[CH:7]=1, predict the reactants needed to synthesize it. The reactants are: [F:1][C:2]1[CH:3]=[C:4]([CH:9]([CH:14]2[CH2:17][N:16](C(OC(C)(C)C)=O)[CH2:15]2)[C:10]([CH3:13])([CH3:12])[CH3:11])[CH:5]=[C:6]([F:8])[CH:7]=1.C(O)(C(F)(F)F)=O. (9) Given the product [C:1]([O:5][C:6](=[O:17])[NH:7][C@H:8]([C:11]1[CH:16]=[CH:15][CH:14]=[CH:13][CH:12]=1)[CH2:9][N:22]1[C:18](=[O:28])[C:19]2[C:20](=[CH:24][CH:25]=[CH:26][CH:27]=2)[C:21]1=[O:23])([CH3:4])([CH3:3])[CH3:2], predict the reactants needed to synthesize it. The reactants are: [C:1]([O:5][C:6](=[O:17])[NH:7][CH:8]([C:11]1[CH:16]=[CH:15][CH:14]=[CH:13][CH:12]=1)[CH2:9]O)([CH3:4])([CH3:3])[CH3:2].[C:18]1(=[O:28])[NH:22][C:21](=[O:23])[C:20]2=[CH:24][CH:25]=[CH:26][CH:27]=[C:19]12.C1(P(C2C=CC=CC=2)C2C=CC=CC=2)C=CC=CC=1.N(C(OCC)=O)=NC(OCC)=O.